The task is: Predict the product of the given reaction.. This data is from Forward reaction prediction with 1.9M reactions from USPTO patents (1976-2016). Given the reactants [I:1][C:2]1[CH:7]=[CH:6][C:5]([CH3:8])=[CH:4][C:3]=1[N+:9]([O-])=O.[Cl-:12].[NH4+], predict the reaction product. The product is: [ClH:12].[I:1][C:2]1[CH:7]=[CH:6][C:5]([CH3:8])=[CH:4][C:3]=1[NH2:9].